This data is from Catalyst prediction with 721,799 reactions and 888 catalyst types from USPTO. The task is: Predict which catalyst facilitates the given reaction. (1) Reactant: C(O[C:4]([N:6]1[C:10]2[CH:11]=[CH:12][CH:13]=[CH:14][C:9]=2[NH:8][C:7]1=[O:15])=O)C.CC(N=P(N1CCCC1)(N1CCCC1)N1CCCC1)(C)C.[C:37]([O:41][C:42](=[O:45])CBr)([CH3:40])([CH3:39])[CH3:38].[OH-].[Na+]. Product: [C:37]([O:41][C:42](=[O:45])[CH2:4][N:6]1[C:10]2[CH:11]=[CH:12][CH:13]=[CH:14][C:9]=2[NH:8][C:7]1=[O:15])([CH3:40])([CH3:39])[CH3:38]. The catalyst class is: 116. (2) Reactant: [Cl:1][C:2]1[CH:3]=[CH:4][C:5]([CH2:8][O:9][C:10]2[CH:15]=[CH:14][N:13]([C:16]3[CH:21]=[CH:20][C:19]4[C:22]5[CH2:28][CH2:27][N:26](C(OC(C)(C)C)=O)[CH2:25][CH2:24][C:23]=5[O:36][C:18]=4[CH:17]=3)[C:12](=[O:37])[CH:11]=2)=[N:6][CH:7]=1.Cl.C([O-])(O)=O.[Na+]. Product: [Cl:1][C:2]1[CH:3]=[CH:4][C:5]([CH2:8][O:9][C:10]2[CH:15]=[CH:14][N:13]([C:16]3[CH:21]=[CH:20][C:19]4[C:22]5[CH2:28][CH2:27][NH:26][CH2:25][CH2:24][C:23]=5[O:36][C:18]=4[CH:17]=3)[C:12](=[O:37])[CH:11]=2)=[N:6][CH:7]=1. The catalyst class is: 275. (3) Reactant: [C:1](Cl)([C:3](Cl)=O)=[O:2].CN(C=O)C.[F:12][C:13]1[CH:21]=[CH:20][C:19]([C:22]#[N:23])=[C:18]2[C:14]=1C=[CH:16][NH:17]2.CCOC(C)=O. Product: [F:12][C:13]1[CH:21]=[CH:20][C:19]([C:22]#[N:23])=[C:18]2[C:14]=1[C:3]([CH:1]=[O:2])=[CH:16][NH:17]2. The catalyst class is: 2. (4) Reactant: C(Cl)(=O)C(Cl)=O.[CH2:7]([O:14][C:15]1[CH:20]=[CH:19][C:18]([C:21]2[N:25]([C:26]3[CH:31]=[CH:30][C:29]([Cl:32])=[CH:28][C:27]=3[CH3:33])[N:24]=[C:23]([C:34]([OH:36])=[O:35])[C:22]=2[CH3:37])=[CH:17][CH:16]=1)[C:8]1[CH:13]=[CH:12][CH:11]=[CH:10][CH:9]=1.[Cl:38][C:39]([Cl:43])([Cl:42])[CH2:40]O.CCN(C(C)C)C(C)C. Product: [CH2:7]([O:14][C:15]1[CH:16]=[CH:17][C:18]([C:21]2[N:25]([C:26]3[CH:31]=[CH:30][C:29]([Cl:32])=[CH:28][C:27]=3[CH3:33])[N:24]=[C:23]([C:34]([O:36][CH2:40][C:39]([Cl:43])([Cl:42])[Cl:38])=[O:35])[C:22]=2[CH3:37])=[CH:19][CH:20]=1)[C:8]1[CH:13]=[CH:12][CH:11]=[CH:10][CH:9]=1. The catalyst class is: 735. (5) Product: [Br:18][CH2:11][C:8]1[CH:9]=[CH:10][C:5]([S:2]([CH3:1])(=[O:4])=[O:3])=[CH:6][C:7]=1[C:13]([F:16])([F:15])[F:14]. The catalyst class is: 28. Reactant: [CH3:1][S:2]([C:5]1[CH:10]=[CH:9][C:8]([CH2:11]O)=[C:7]([C:13]([F:16])([F:15])[F:14])[CH:6]=1)(=[O:4])=[O:3].P(Br)(Br)[Br:18].O.[OH-].[Na+].